Dataset: Reaction yield outcomes from USPTO patents with 853,638 reactions. Task: Predict the reaction yield, written as a fraction of the theoretical maximum amount of product (1.0 means a 100% yield; for example, 0.34 means a 34% yield). (1) The reactants are [O:1]1[CH2:6][CH2:5][N:4]([CH2:7][CH2:8][O:9][C:10]2[CH:15]=[CH:14][C:13]([C:16]3[S:24][C:23]4[C:18](=[N:19][CH:20]=[CH:21][C:22]=4[O:25][C:26]4[CH:31]=[CH:30][C:29]([NH2:32])=[CH:28][CH:27]=4)[CH:17]=3)=[CH:12][CH:11]=2)[CH2:3][CH2:2]1.FC1C=C(N[C:66]([NH:68][C:69](=[O:77])[CH2:70][C:71]2[CH:76]=[CH:75][CH:74]=[CH:73][CH:72]=2)=[S:67])C=CC=1OC1C=CN=C2C=C(C3C=CC=C(OCCN4CCOCC4)C=3)SC=12. No catalyst specified. The product is [O:1]1[CH2:6][CH2:5][N:4]([CH2:7][CH2:8][O:9][C:10]2[CH:15]=[CH:14][C:13]([C:16]3[S:24][C:23]4[C:18](=[N:19][CH:20]=[CH:21][C:22]=4[O:25][C:26]4[CH:27]=[CH:28][C:29]([NH:32][C:66]([NH:68][C:69](=[O:77])[CH2:70][C:71]5[CH:72]=[CH:73][CH:74]=[CH:75][CH:76]=5)=[S:67])=[CH:30][CH:31]=4)[CH:17]=3)=[CH:12][CH:11]=2)[CH2:3][CH2:2]1. The yield is 0.300. (2) The reactants are [CH3:1][O:2][C:3](=[O:18])[CH2:4][C:5]1[C:6]([Br:17])=[CH:7][CH:8]=[C:9]2[C:14]=1[N:13]=[C:12]([O:15][CH3:16])[CH:11]=[CH:10]2.C=O.[C:21](=O)([O-])[O-].[K+].[K+].O. The catalyst is [Cl-].C([N+](CC)(CC)CC)C1C=CC=CC=1.C1CCCCC1. The product is [Br:17][C:6]1[C:5]([C:4](=[CH2:21])[C:3]([O:2][CH3:1])=[O:18])=[C:14]2[C:9]([CH:10]=[CH:11][C:12]([O:15][CH3:16])=[N:13]2)=[CH:8][CH:7]=1. The yield is 0.910.